This data is from Full USPTO retrosynthesis dataset with 1.9M reactions from patents (1976-2016). The task is: Predict the reactants needed to synthesize the given product. Given the product [C:1]([C:3]1[S:7][C:6]([NH:8][C:9]2[CH:14]=[C:13]([N:15]3[CH2:20][CH2:19][N:18]([CH3:21])[CH2:17][CH2:16]3)[N:12]=[C:11]([S:22][CH2:23][CH2:24][NH:25][C:33](=[O:36])[CH:34]=[CH2:35])[N:10]=2)=[N:5][CH:4]=1)#[N:2], predict the reactants needed to synthesize it. The reactants are: [C:1]([C:3]1[S:7][C:6]([NH:8][C:9]2[CH:14]=[C:13]([N:15]3[CH2:20][CH2:19][N:18]([CH3:21])[CH2:17][CH2:16]3)[N:12]=[C:11]([S:22][CH2:23][CH2:24][NH2:25])[N:10]=2)=[N:5][CH:4]=1)#[N:2].C(N(CC)CC)C.[C:33](Cl)(=[O:36])[CH:34]=[CH2:35].